From a dataset of Full USPTO retrosynthesis dataset with 1.9M reactions from patents (1976-2016). Predict the reactants needed to synthesize the given product. (1) Given the product [Br:1][C:2]1[CH:10]=[C:6]([CH2:7][OH:8])[CH:5]=[N:4][CH:3]=1, predict the reactants needed to synthesize it. The reactants are: [Br:1][C:2]1[CH:3]=[N:4][CH:5]=[C:6]([CH:10]=1)[C:7](O)=[O:8].C(N(CC)CC)C.C(OC(Cl)=O)C.[BH4-].[Na+]. (2) Given the product [CH3:1][O:2][C:3]([C:5]1[CH:6]=[N:7][C:8]([N:11]2[CH2:36][CH2:35][C:14]3[NH:15][C:16]4[CH:17]=[CH:18][C:19]([C:22]5[CH:27]=[CH:26][CH:25]=[C:24]([CH2:28][N:29]6[CH2:30][CH2:31][N:32]([C:37](=[O:39])[CH3:38])[CH2:33][CH2:34]6)[CH:23]=5)=[CH:20][C:21]=4[C:13]=3[CH2:12]2)=[N:9][CH:10]=1)=[O:4], predict the reactants needed to synthesize it. The reactants are: [CH3:1][O:2][C:3]([C:5]1[CH:6]=[N:7][C:8]([N:11]2[CH2:36][CH2:35][C:14]3[NH:15][C:16]4[CH:17]=[CH:18][C:19]([C:22]5[CH:27]=[CH:26][CH:25]=[C:24]([CH2:28][N:29]6[CH2:34][CH2:33][NH:32][CH2:31][CH2:30]6)[CH:23]=5)=[CH:20][C:21]=4[C:13]=3[CH2:12]2)=[N:9][CH:10]=1)=[O:4].[C:37](OC(=O)C)(=[O:39])[CH3:38]. (3) The reactants are: [CH3:1][N:2]([CH3:36])[C:3]1[C:8]([NH:9][C:10](=[O:35])[C:11]2[CH:16]=[C:15]([CH2:17][C:18]3[C:19](=[O:30])[C:20]([O:28][CH3:29])=[C:21]([O:26][CH3:27])[C:22](=[O:25])[C:23]=3[CH3:24])[CH:14]=[CH:13][C:12]=2[O:31]C(=O)C)=[CH:7][CH:6]=[CH:5][N:4]=1.C(=O)([O-])O.[Na+]. Given the product [CH3:36][N:2]([CH3:1])[C:3]1[C:8]([NH:9][C:10](=[O:35])[C:11]2[CH:16]=[C:15]([CH2:17][C:18]3[C:19](=[O:30])[C:20]([O:28][CH3:29])=[C:21]([O:26][CH3:27])[C:22](=[O:25])[C:23]=3[CH3:24])[CH:14]=[CH:13][C:12]=2[OH:31])=[CH:7][CH:6]=[CH:5][N:4]=1, predict the reactants needed to synthesize it. (4) Given the product [CH2:10]([C:2]1[N:4]=[C:5]([N:18]([CH3:22])[CH3:17])[N:7]=[C:8]([NH:29][NH2:30])[N:1]=1)[CH2:11][CH:12]=[CH2:13], predict the reactants needed to synthesize it. The reactants are: [N:1]1[C:8](Cl)=[N:7][C:5](Cl)=[N:4][C:2]=1Cl.[CH2:10]([Mg]Br)[CH2:11][CH:12]=[CH2:13].C[CH2:17][N:18]([CH:22](C)C)C(C)C.CNC.O.[NH2:29][NH2:30]. (5) Given the product [CH2:33]([C:30]1[CH:29]=[CH:28][C:27]([CH2:26][C:21]2[S:20][C:19]([C@H:8]3[C@H:9]([OH:15])[C@@H:10]([OH:11])[C@H:5]([OH:4])[C@@H:6]([CH2:35][OH:36])[O:7]3)=[C:23]([O:41][CH3:40])[C:22]=2[CH3:25])=[CH:32][CH:31]=1)[CH3:34], predict the reactants needed to synthesize it. The reactants are: C([O:4][C@H:5]1[C@H:10]([O:11]C(=O)C)[C@@H:9]([O:15]C(=O)C)[C@H:8]([C:19]2[S:20][C:21]([CH2:26][C:27]3[CH:32]=[CH:31][C:30]([CH2:33][CH3:34])=[CH:29][CH:28]=3)=[C:22]([CH3:25])[C:23]=2Br)[O:7][C@@H:6]1[CH2:35][O:36]C(=O)C)(=O)C.[CH3:40][O-:41].[Na+]. (6) Given the product [Cl:1][C:2]1[C:7](=[O:8])[N:6]([CH3:9])[CH:5]=[C:4]([N:10]2[CH:11]([C:23]3[CH:24]=[CH:25][C:26]([Cl:29])=[CH:27][CH:28]=3)[C:12]3[CH:13]=[N:14][N:15]([CH:20]([CH3:21])[CH3:22])[C:16]=3[C:17]2=[O:18])[CH:3]=1, predict the reactants needed to synthesize it. The reactants are: [Cl:1][C:2]1[C:7](=[O:8])[N:6]([CH3:9])[CH:5]=[C:4]([NH:10][CH:11]([C:23]2[CH:28]=[CH:27][C:26]([Cl:29])=[CH:25][CH:24]=2)[C:12]2[CH:13]=[N:14][N:15]([CH:20]([CH3:22])[CH3:21])[C:16]=2[C:17](O)=[O:18])[CH:3]=1. (7) Given the product [CH3:30][O:29][C:26]1[CH:27]=[CH:28][C:23]([CH2:22][N:12]2[CH:11]=[C:10]([C:14]([O:16][CH2:17][CH3:18])=[O:15])[C:9]([C:8]([F:7])([F:19])[F:20])=[N:13]2)=[CH:24][CH:25]=1, predict the reactants needed to synthesize it. The reactants are: C([O-])([O-])=O.[K+].[K+].[F:7][C:8]([F:20])([F:19])[C:9]1[NH:13][N:12]=[CH:11][C:10]=1[C:14]([O:16][CH2:17][CH3:18])=[O:15].Cl[CH2:22][C:23]1[CH:28]=[CH:27][C:26]([O:29][CH3:30])=[CH:25][CH:24]=1.